This data is from Peptide-MHC class II binding affinity with 134,281 pairs from IEDB. The task is: Regression. Given a peptide amino acid sequence and an MHC pseudo amino acid sequence, predict their binding affinity value. This is MHC class II binding data. (1) The peptide sequence is RVWEQIFSTWLLKPG. The MHC is DRB1_0401 with pseudo-sequence DRB1_0401. The binding affinity (normalized) is 0.193. (2) The peptide sequence is LKKEVSETQHGTILV. The MHC is DRB1_0404 with pseudo-sequence DRB1_0404. The binding affinity (normalized) is 0.103. (3) The peptide sequence is GELQIVDAIDAAFKI. The MHC is DRB1_1302 with pseudo-sequence DRB1_1302. The binding affinity (normalized) is 0.597. (4) The peptide sequence is FPGGKCSGITVSSTY. The MHC is DRB3_0101 with pseudo-sequence DRB3_0101. The binding affinity (normalized) is 0.0246. (5) The peptide sequence is TTSQTILFQQEDFVL. The MHC is DRB1_0101 with pseudo-sequence DRB1_0101. The binding affinity (normalized) is 0.487. (6) The binding affinity (normalized) is 0.532. The peptide sequence is IYKASPTLAFPAGVC. The MHC is DRB1_1501 with pseudo-sequence DRB1_1501. (7) The peptide sequence is QPWEPLQLHVDKAVS. The MHC is DRB3_0101 with pseudo-sequence DRB3_0101. The binding affinity (normalized) is 0.301. (8) The peptide sequence is LTSQFFLPALPVFTWL. The MHC is DRB1_0802 with pseudo-sequence DRB1_0802. The binding affinity (normalized) is 0.428. (9) The peptide sequence is KKGLNWITKVIMGAVLI. The MHC is DRB1_0301 with pseudo-sequence DRB1_0301. The binding affinity (normalized) is 0.564.